This data is from Experimentally validated miRNA-target interactions with 360,000+ pairs, plus equal number of negative samples. The task is: Binary Classification. Given a miRNA mature sequence and a target amino acid sequence, predict their likelihood of interaction. (1) The miRNA is hsa-miR-135a-5p with sequence UAUGGCUUUUUAUUCCUAUGUGA. The protein sequence of the target gene is MACSIVQFCYFQDLQAARDFLFPHLREEILSGALRRDPSKSTDWEDDGWGAWEENEPQEPEEEGNTCKTQKTSWLQDCVLSLSPTNDLMVIAREQKAVFLVPKWKYSDKGKEEMQFAVGWSGSLNVEEGECVTSALCIPLASQKRSSTGRPDWTCIVVGFTSGYVRFYTENGVLLLAQLLNEDPVLQLKCRTYEIPRHPGVTEQNEELSILYPAAIVTIDGFSLFQSLRACRNQVAKAAASGNENIQPPPLAYKKWGLQDIDTIIDHASVGIMTLSPFDQMKTASNIGGFNAAIKNSPPA.... Result: 1 (interaction). (2) The miRNA is hsa-miR-5009-3p with sequence UCCUAAAUCUGAAAGUCCAAAA. The protein sequence of the target gene is MDREERKTINQGQEDEMEIYGYNLSRWKLAIVSLGVICSGGFLLLLLYWMPEWRVKATCVRAAIKDCEVVLLRTTDEFKMWFCAKIRVLSLETYPVSSPKSMSNKLSNGHAVCLIENPTEENRHRISKYSQTESQQIRYFTHHSVKYFWNDTIHNFDFLKGLDEGVSCTSIYEKHSAGLTKGMHAYRKLLYGVNEIAVKVPSVFKLLIKEVLNPFYIFQLFSVILWSTDEYYYYALAIVVMSIVSIVSSLYSIRKQYVMLHDMVATHSTVRVSVCRVNEEIEEIFSTDLVPGDVMVIPLN.... Result: 1 (interaction). (3) The miRNA is hsa-miR-6741-3p with sequence UCGGCUCUCUCCCUCACCCUAG. The protein sequence of the target gene is MSVNYAAGLSPYADKGKCGLPEIFDPPEELERKVWELARLVWQSSSVVFHTGAGISTASGIPDFRGPHGVWTMEERGLAPKFDTTFESARPTQTHMALVQLERVGLLRFLVSQNVDGLHVRSGFPRDKLAELHGNMFVEECAKCKTQYVRDTVVGTMGLKATGRLCTVAKARGLRACRGELRDTILDWEDSLPDRDLALADEASRNADLSITLGTSLQIRPSGNLPLATKRRGGRLVIVNLQPTKHDRHADLRIHGYVDEVMTRLMKHLGLEIPAWDGPRVLERALPPLPRPPTPKLEPK.... Result: 0 (no interaction).